This data is from Full USPTO retrosynthesis dataset with 1.9M reactions from patents (1976-2016). The task is: Predict the reactants needed to synthesize the given product. (1) Given the product [CH3:11][C:8]1[CH:9]=[CH:10][C:5]([S:2]([CH3:1])(=[O:4])=[O:3])=[CH:6][C:7]=1[NH2:12], predict the reactants needed to synthesize it. The reactants are: [CH3:1][S:2]([C:5]1[CH:10]=[CH:9][C:8]([CH3:11])=[C:7]([N+:12]([O-])=O)[CH:6]=1)(=[O:4])=[O:3]. (2) The reactants are: [NH2:1][CH2:2][CH2:3][N:4]1[C:13]2[C:8](=[N:9][CH:10]=[C:11]([CH2:14][C:15]3[CH:20]=[CH:19][C:18]([F:21])=[CH:17][CH:16]=3)[CH:12]=2)[C:7]([OH:22])=[C:6]([C:23]([NH:25][CH2:26][CH2:27][CH2:28][N:29]2[CH2:34][CH2:33][O:32][CH2:31][CH2:30]2)=[O:24])[C:5]1=[O:35].C(N(C(C)C)CC)(C)C.Cl[C:46]([O:48][CH3:49])=O.[CH3:50][N:51]([CH:53]=[O:54])[CH3:52]. Given the product [F:21][C:18]1[CH:17]=[CH:16][C:15]([CH2:14][C:11]2[CH:12]=[C:13]3[C:8]([C:7]([OH:22])=[C:6]([C:23]([NH:25][CH2:26][CH2:27][CH2:28][N:29]4[CH2:30][CH2:31][O:32][CH2:33][CH2:34]4)=[O:24])[C:5](=[O:35])[N:4]3[CH2:3][CH2:2][NH:1][C:53]([N:51]3[CH2:52][CH2:49][O:48][CH2:46][CH2:50]3)=[O:54])=[N:9][CH:10]=2)=[CH:20][CH:19]=1, predict the reactants needed to synthesize it.